Dataset: Forward reaction prediction with 1.9M reactions from USPTO patents (1976-2016). Task: Predict the product of the given reaction. (1) Given the reactants [CH3:1][O:2][C:3]1[CH:11]=[C:10]2[C:6]([C:7]([S:19][C:20]3[CH:25]=[CH:24][CH:23]=[CH:22][C:21]=3[N+:26]([O-:28])=[O:27])=[CH:8][N:9]2[CH2:12][C:13]2[CH:18]=[CH:17][CH:16]=[CH:15][N:14]=2)=[CH:5][CH:4]=1.[ClH:29], predict the reaction product. The product is: [ClH:29].[CH3:1][O:2][C:3]1[CH:11]=[C:10]2[C:6]([C:7]([S:19][C:20]3[CH:25]=[CH:24][CH:23]=[CH:22][C:21]=3[N+:26]([O-:28])=[O:27])=[CH:8][N:9]2[CH2:12][C:13]2[CH:18]=[CH:17][CH:16]=[CH:15][N:14]=2)=[CH:5][CH:4]=1. (2) Given the reactants Cl[CH2:2][CH2:3][CH2:4][CH2:5][O:6][C:7]1[CH:8]=[CH:9][C:10]2[CH2:16][CH2:15][NH:14][C:13](=[O:17])[NH:12][C:11]=2[CH:18]=1.Cl.[F:20][C:21]1[CH:22]=[CH:23][CH:24]=[C:25]2[C:30]=1[C:29]([N:31]1[CH2:36][CH2:35][NH:34][CH2:33][CH2:32]1)=[CH:28][CH:27]=[CH:26]2.[I-].[K+].C(=O)([O-])[O-].[Na+].[Na+], predict the reaction product. The product is: [F:20][C:21]1[CH:22]=[CH:23][CH:24]=[C:25]2[C:30]=1[C:29]([N:31]1[CH2:36][CH2:35][N:34]([CH2:2][CH2:3][CH2:4][CH2:5][O:6][C:7]3[CH:8]=[CH:9][C:10]4[CH2:16][CH2:15][NH:14][C:13](=[O:17])[NH:12][C:11]=4[CH:18]=3)[CH2:33][CH2:32]1)=[CH:28][CH:27]=[CH:26]2. (3) Given the reactants [CH3:1][C:2]1([CH3:15])[O:11][C:10]2[C:5](=[CH:6][C:7]([C:12]#[N:13])=[CH:8][CH:9]=2)[CH:4]2[O:14][CH:3]12.[F:16][CH:17]([F:29])[O:18][C:19]1[CH:28]=[CH:27][C:22]2[NH:23][C:24]([SH:26])=[N:25][C:21]=2[CH:20]=1, predict the reaction product. The product is: [F:29][CH:17]([F:16])[O:18][C:19]1[CH:28]=[CH:27][C:22]2[NH:23][C:24]([S:26][CH:4]3[C:5]4[C:10](=[CH:9][CH:8]=[C:7]([C:12]#[N:13])[CH:6]=4)[O:11][C:2]([CH3:15])([CH3:1])[CH:3]3[OH:14])=[N:25][C:21]=2[CH:20]=1. (4) Given the reactants [OH:1][C:2]1[C:3]([C:30]([NH:32][CH2:33][C:34]([OH:36])=[O:35])=[O:31])=[N:4][C:5]([CH2:9][CH:10]2[CH2:15][CH2:14][N:13]([C:16]3[CH:21]=[CH:20][C:19]([C:22]4[CH:27]=[CH:26][C:25]([CH2:28][OH:29])=[CH:24][CH:23]=4)=[CH:18][CH:17]=3)[CH2:12][CH2:11]2)=[N:6][C:7]=1[CH3:8].[C:37](OC(=O)C)(=[O:39])[CH3:38].C(N(CC)CC)C, predict the reaction product. The product is: [C:37]([O:29][CH2:28][C:25]1[CH:26]=[CH:27][C:22]([C:19]2[CH:18]=[CH:17][C:16]([N:13]3[CH2:14][CH2:15][CH:10]([CH2:9][C:5]4[N:4]=[C:3]([C:30]([NH:32][CH2:33][C:34]([OH:36])=[O:35])=[O:31])[C:2]([OH:1])=[C:7]([CH3:8])[N:6]=4)[CH2:11][CH2:12]3)=[CH:21][CH:20]=2)=[CH:23][CH:24]=1)(=[O:39])[CH3:38]. (5) Given the reactants [CH3:1][C:2]1[CH:7]=[CH:6][CH:5]=[CH:4][C:3]=1[C:8](=[CH:13][O:14][CH3:15])[C:9]([O:11][CH3:12])=[O:10].N(C(C)(CC(OC)(C)C)C#N)=NC(C)(CC(C)(OC)C)C#N.[Br:38]Br, predict the reaction product. The product is: [Br:38][CH2:1][C:2]1[CH:7]=[CH:6][CH:5]=[CH:4][C:3]=1[C:8](=[CH:13][O:14][CH3:15])[C:9]([O:11][CH3:12])=[O:10]. (6) Given the reactants [C:1]([NH:4][C:5]1[N:6]=[C:7]2[CH:12]=[CH:11][C:10]([C:13]3[N:18]=[C:17]([O:19][CH:20]4[CH2:25][CH2:24][N:23](C(OC(C)(C)C)=O)[CH2:22][CH2:21]4)[C:16]([NH2:33])=[N:15][CH:14]=3)=[CH:9][N:8]2[CH:34]=1)(=[O:3])[CH3:2].C(O)(C(F)(F)F)=O, predict the reaction product. The product is: [NH2:33][C:16]1[N:15]=[CH:14][C:13]([C:10]2[CH:11]=[CH:12][C:7]3[N:8]([CH:34]=[C:5]([NH:4][C:1](=[O:3])[CH3:2])[N:6]=3)[CH:9]=2)=[N:18][C:17]=1[O:19][CH:20]1[CH2:21][CH2:22][NH:23][CH2:24][CH2:25]1. (7) Given the reactants C([O:5][C:6](=[O:18])[CH2:7][O:8][C:9]1[CH:14]=[CH:13][C:12]([Cl:15])=[CH:11][C:10]=1[C:16]#[CH:17])(C)(C)C.[CH2:19]([S:26]([C:29]1[CH:34]=[CH:33][C:32]([CH3:35])=[C:31](Br)[CH:30]=1)(=[O:28])=[O:27])[C:20]1[CH:25]=[CH:24][CH:23]=[CH:22][CH:21]=1, predict the reaction product. The product is: [CH2:19]([S:26]([C:29]1[CH:34]=[CH:33][C:32]([CH3:35])=[C:31]([C:17]#[C:16][C:10]2[CH:11]=[C:12]([Cl:15])[CH:13]=[CH:14][C:9]=2[O:8][CH2:7][C:6]([OH:5])=[O:18])[CH:30]=1)(=[O:28])=[O:27])[C:20]1[CH:21]=[CH:22][CH:23]=[CH:24][CH:25]=1.